This data is from Forward reaction prediction with 1.9M reactions from USPTO patents (1976-2016). The task is: Predict the product of the given reaction. (1) Given the reactants [CH3:1][O:2][C:3]([C:5]1[CH:10]=[CH:9][C:8]([C:11]2[CH:16]=[CH:15][CH:14]=[C:13]([CH:17]([C:28]3[CH:33]=[CH:32][CH:31]=[CH:30][C:29]=3[CH3:34])[CH2:18][C:19]([C:21]3[CH:26]=[CH:25][N:24]=[C:23]([CH3:27])[CH:22]=3)=O)[CH:12]=2)=[CH:7][C:6]=1[F:35])=[O:4].Cl.[NH2:37][OH:38].C([O-])(O)=O.[Na+], predict the reaction product. The product is: [CH3:1][O:2][C:3]([C:5]1[CH:10]=[CH:9][C:8]([C:11]2[CH:16]=[CH:15][CH:14]=[C:13]([CH:17]([C:28]3[CH:33]=[CH:32][CH:31]=[CH:30][C:29]=3[CH3:34])[CH2:18][C:19](=[N:37][OH:38])[C:21]3[CH:26]=[CH:25][N:24]=[C:23]([CH3:27])[CH:22]=3)[CH:12]=2)=[CH:7][C:6]=1[F:35])=[O:4]. (2) Given the reactants C(OC(N1[C@H](C(=O)N[C@H](C(O)=O)CC2C=CC(C3C=CN=C(C)C=3C)=CC=2)CC2C=C3OC[C@H](C4C=CC(O)=CC=4)OC3=CC=2C1)=O)(C)(C)C.FC(F)(F)C1CCC(CO)CC1.C[O:64][C:65](=[O:126])[C@@H:66]([NH:82][C:83]([C@@H:85]1[CH2:94][C:93]2[CH:92]=[C:91]3[O:95][CH2:96][C@H:97]([C:99]4[CH:104]=[CH:103][C:102]([O:105][CH2:106][CH:107]5[CH2:112][CH2:111][CH:110]([C:113]([F:116])([F:115])[F:114])[CH2:109][CH2:108]5)=[CH:101][CH:100]=4)[O:98][C:90]3=[CH:89][C:88]=2[CH2:87][N:86]1[C:117]([C:119]1[N:120]=[C:121]([CH3:125])[O:122][C:123]=1[CH3:124])=[O:118])=[O:84])[CH2:67][C:68]1[CH:73]=[CH:72][C:71]([C:74]2[CH:79]=[CH:78][N:77]=[C:76]([CH3:80])[C:75]=2[CH3:81])=[CH:70][CH:69]=1.C(Cl)CCl.CC1OC(C)=C(C(O)=O)N=1, predict the reaction product. The product is: [CH3:125][C:121]1[O:122][C:123]([CH3:124])=[C:119]([C:117]([N:86]2[C@H:85]([C:83]([NH:82][C@@H:66]([CH2:67][C:68]3[CH:73]=[CH:72][C:71]([C:74]4[CH:79]=[CH:78][N:77]=[C:76]([CH3:80])[C:75]=4[CH3:81])=[CH:70][CH:69]=3)[C:65]([OH:126])=[O:64])=[O:84])[CH2:94][C:93]3[CH:92]=[C:91]4[O:95][CH2:96][C@H:97]([C:99]5[CH:100]=[CH:101][C:102]([O:105][CH2:106][CH:107]6[CH2:108][CH2:109][CH:110]([C:113]([F:114])([F:116])[F:115])[CH2:111][CH2:112]6)=[CH:103][CH:104]=5)[O:98][C:90]4=[CH:89][C:88]=3[CH2:87]2)=[O:118])[N:120]=1. (3) Given the reactants [CH3:1][N:2]1[C:6]2=[N:7][C:8]([CH3:12])=[CH:9][C:10]([CH3:11])=[C:5]2[CH2:4][CH2:3]1.[Li][CH2:14][CH2:15][CH2:16][CH3:17].BrCCCC, predict the reaction product. The product is: [CH3:1][N:2]1[C:6]2=[N:7][C:8]([CH2:12][CH2:14][CH2:15][CH2:16][CH3:17])=[CH:9][C:10]([CH3:11])=[C:5]2[CH2:4][CH2:3]1. (4) Given the reactants [CH3:1][C:2]1[CH:11]=[CH:10][C:9]2[C:4](=[CH:5][CH:6]=[C:7]([CH2:12]O)[CH:8]=2)[N:3]=1.C1CCN2C(=NCCC2)CC1.C1C=CC(P([N:39]=[N+:40]=[N-:41])(C2C=CC=CC=2)=O)=CC=1.O, predict the reaction product. The product is: [N:39]([CH2:12][C:7]1[CH:8]=[C:9]2[C:4](=[CH:5][CH:6]=1)[N:3]=[C:2]([CH3:1])[CH:11]=[CH:10]2)=[N+:40]=[N-:41]. (5) Given the reactants [Cl:1][C:2]1[CH:3]=[CH:4][C:5]2[N:11]3[C:12]([CH:15]=[C:16]([CH3:18])[CH3:17])=[CH:13][CH:14]=[C:10]3[CH:9]([CH2:19][CH2:20][N:21]3[C:25]([CH2:26][C:27]([O:29]CC)=[O:28])=[N:24][N:23]=[N:22]3)[O:8][CH:7]([C:32]3[CH:37]=[CH:36][CH:35]=[C:34]([O:38][CH3:39])[C:33]=3[O:40][CH3:41])[C:6]=2[CH:42]=1.O1CCCC1.C(=O)([O-])[O-].[K+].[K+].Cl, predict the reaction product. The product is: [Cl:1][C:2]1[CH:3]=[CH:4][C:5]2[N:11]3[C:12]([CH:15]=[C:16]([CH3:17])[CH3:18])=[CH:13][CH:14]=[C:10]3[CH:9]([CH2:19][CH2:20][N:21]3[C:25]([CH2:26][C:27]([OH:29])=[O:28])=[N:24][N:23]=[N:22]3)[O:8][CH:7]([C:32]3[CH:37]=[CH:36][CH:35]=[C:34]([O:38][CH3:39])[C:33]=3[O:40][CH3:41])[C:6]=2[CH:42]=1. (6) Given the reactants Br[C:2]1[N:10]2[C:5]([N:6]=[N:7][C:8]3[C:14]([O:15][CH3:16])=[CH:13][C:12]([C:17]([F:20])([F:19])[F:18])=[CH:11][C:9]=32)=[C:4]([CH3:21])[N:3]=1.[F:22][C:23]1[CH:24]=[CH:25][C:26]([CH3:32])=[C:27](B(O)O)[CH:28]=1.C(=O)([O-])[O-].[Na+].[Na+], predict the reaction product. The product is: [F:22][C:23]1[CH:28]=[CH:27][C:26]([CH3:32])=[C:25]([C:2]2[N:10]3[C:5]([N:6]=[N:7][C:8]4[C:14]([O:15][CH3:16])=[CH:13][C:12]([C:17]([F:20])([F:19])[F:18])=[CH:11][C:9]=43)=[C:4]([CH3:21])[N:3]=2)[CH:24]=1. (7) Given the reactants C(Cl)Cl.B(Br)(Br)Br.C(Cl)Cl.C[O:12][C:13]1[CH:22]=[CH:21][C:16]2[N:17]=[C:18]([CH3:20])[S:19][C:15]=2[CH:14]=1, predict the reaction product. The product is: [CH3:20][C:18]1[S:19][C:15]2[CH:14]=[C:13]([OH:12])[CH:22]=[CH:21][C:16]=2[N:17]=1. (8) Given the reactants [F:1][C:2]1[CH:7]=[CH:6][C:5]([S:8][C:9]2[CH:14]=[CH:13][CH:12]=[CH:11][C:10]=2[CH2:15][C:16]([OH:18])=O)=[CH:4][CH:3]=1, predict the reaction product. The product is: [F:1][C:2]1[CH:3]=[CH:4][C:5]2[S:8][C:9]3[CH:14]=[CH:13][CH:12]=[CH:11][C:10]=3[CH2:15][C:16](=[O:18])[C:6]=2[CH:7]=1. (9) Given the reactants [C:1]([N:5]1[C:9]([CH2:10][CH2:11][CH3:12])=[CH:8][C:7]([CH2:13][CH2:14][CH:15]=O)=[N:6]1)([CH3:4])([CH3:3])[CH3:2].[CH3:17][C:18]1[CH:19]=[C:20]([N:25]2[CH2:30][CH2:29][NH:28][CH2:27][CH2:26]2)[CH:21]=[CH:22][C:23]=1[CH3:24].CCN(C(C)C)C(C)C.[BH-](OC(C)=O)(OC(C)=O)OC(C)=O.[Na+], predict the reaction product. The product is: [C:1]([N:5]1[C:9]([CH2:10][CH2:11][CH3:12])=[CH:8][C:7]([CH2:13][CH2:14][CH2:15][N:28]2[CH2:29][CH2:30][N:25]([C:20]3[CH:21]=[CH:22][C:23]([CH3:24])=[C:18]([CH3:17])[CH:19]=3)[CH2:26][CH2:27]2)=[N:6]1)([CH3:4])([CH3:3])[CH3:2].